Dataset: Catalyst prediction with 721,799 reactions and 888 catalyst types from USPTO. Task: Predict which catalyst facilitates the given reaction. (1) Reactant: [N:1]12[CH2:8][CH2:7][CH:4]([CH2:5][CH2:6]1)[CH:3]([O:9][C:10]1[CH:27]=[CH:26][C:13]3[N:14]4[CH2:20][N:18]([CH2:19][C:12]=3[CH:11]=1)[C:17]1[CH:21]=[CH:22][C:23](I)=[CH:24][C:16]=1[CH2:15]4)[CH2:2]2. Product: [N:1]12[CH2:6][CH2:5][CH:4]([CH2:7][CH2:8]1)[CH:3]([O:9][C:10]1[CH:27]=[CH:26][C:13]3[N:14]4[CH2:20][N:18]([CH2:19][C:12]=3[CH:11]=1)[C:17]1[CH:21]=[CH:22][CH:23]=[CH:24][C:16]=1[CH2:15]4)[CH2:2]2. The catalyst class is: 50. (2) Reactant: [Br:1][C:2]1[CH:13]=[CH:12][C:5]2[CH2:6][CH2:7][CH2:8][CH2:9][CH:10](O)[C:4]=2[CH:3]=1.C([SiH](CC)CC)C.FC(F)(F)C(O)=O. Product: [Br:1][C:2]1[CH:13]=[CH:12][C:5]2[CH2:6][CH2:7][CH2:8][CH2:9][CH2:10][C:4]=2[CH:3]=1. The catalyst class is: 4. (3) Reactant: [NH:1]1[CH2:6][CH2:5][O:4][CH2:3][CH2:2]1.Br[CH2:8][C:9]([N:11]1[CH2:16][CH2:15][N:14](C(OC(C)(C)C)=O)[CH2:13][CH2:12]1)=[O:10].CCN(C(C)C)C(C)C.FC(F)(F)C(O)=O. Product: [O:10]=[C:9]([N:11]1[CH2:16][CH2:15][NH:14][CH2:13][CH2:12]1)[CH2:8][N:1]1[CH2:6][CH2:5][O:4][CH2:3][CH2:2]1. The catalyst class is: 3. (4) Reactant: [F:1][C:2]1([F:15])[CH:7]([C:8]2[CH:13]=[CH:12][C:11]([OH:14])=[CH:10][CH:9]=2)[CH2:6][CH2:5][NH:4][CH2:3]1.Br[CH:17]1[CH2:21][CH2:20][N:19]([CH2:22][C:23]2[CH:28]=[CH:27][C:26]([C:29]([F:32])([F:31])[F:30])=[CH:25][CH:24]=2)[C:18]1=[O:33].C(N(CC)CC)C. Product: [F:15][C:2]1([F:1])[CH:7]([C:8]2[CH:13]=[CH:12][C:11]([OH:14])=[CH:10][CH:9]=2)[CH2:6][CH2:5][N:4]([CH:17]2[CH2:21][CH2:20][N:19]([CH2:22][C:23]3[CH:28]=[CH:27][C:26]([C:29]([F:32])([F:30])[F:31])=[CH:25][CH:24]=3)[C:18]2=[O:33])[CH2:3]1. The catalyst class is: 3. (5) Reactant: [Cl:1][C:2]1[CH:3]=[C:4]([CH:10]=[CH:11][C:12]=1[N:13]1[CH2:17][CH2:16][CH2:15][CH2:14]1)[C:5]([O:7]CC)=[O:6].[OH-].[Na+]. Product: [Cl:1][C:2]1[CH:3]=[C:4]([CH:10]=[CH:11][C:12]=1[N:13]1[CH2:17][CH2:16][CH2:15][CH2:14]1)[C:5]([OH:7])=[O:6]. The catalyst class is: 8. (6) Reactant: C([N+](CCCC)(CCCC)CCCC)CCC.[P:18]([O:22][CH2:23][C@@H:24]1[C@@H:28]([O:29][P:30]([O:33][CH2:34][C@@H:35]2[C@@H:39]([OH:40])[C@@H:38]([OH:41])[C@H:37]([N:42]3[CH:50]=[N:49][C:48]4[C:43]3=[N:44][CH:45]=[N:46][C:47]=4[NH2:51])[O:36]2)([OH:32])=[O:31])[CH2:27][C@H:26]([N:52]2[CH:57]=[CH:56][C:55]([NH2:58])=[N:54][C:53]2=[O:59])[O:25]1)([OH:21])([OH:20])=[O:19].[C:60]([O:64][C:65]([NH:67][C@@H:68]([CH2:75][CH2:76][CH2:77][CH2:78][NH:79][C:80](=[O:97])[C@@H:81]([NH:89][C:90]([O:92][C:93]([CH3:96])([CH3:95])[CH3:94])=[O:91])[CH2:82][S:83][S:84][C:85]([CH3:88])([CH3:87])[CH3:86])[C:69](OCC#N)=[O:70])=[O:66])([CH3:63])([CH3:62])[CH3:61]. Product: [C:60]([O:64][C:65]([NH:67][C@H:68]([CH2:75][CH2:76][CH2:77][CH2:78][NH:79][C:80](=[O:97])[C@@H:81]([NH:89][C:90]([O:92][C:93]([CH3:96])([CH3:95])[CH3:94])=[O:91])[CH2:82][S:83][S:84][C:85]([CH3:86])([CH3:87])[CH3:88])[C:69]([O:40][C@H:39]1[C@@H:38]([OH:41])[C@H:37]([N:42]2[CH:50]=[N:49][C:48]3[C:43]2=[N:44][CH:45]=[N:46][C:47]=3[NH2:51])[O:36][C@H:35]1[CH2:34][O:33][P:30]([O:29][C@H:28]1[CH2:27][C@H:26]([N:52]2[CH:57]=[CH:56][C:55]([NH2:58])=[N:54][C:53]2=[O:59])[O:25][C@@H:24]1[CH2:23][O:22][P:18]([OH:21])([OH:20])=[O:19])([OH:32])=[O:31])=[O:70])=[O:66])([CH3:61])([CH3:62])[CH3:63]. The catalyst class is: 132. (7) Reactant: [N+:1]([C:4]1[CH:9]=[CH:8][CH:7]=[CH:6][C:5]=1[NH:10][C:11]1[CH:12]=[C:13]([C:17]([C:26]2[CH:31]=[CH:30][CH:29]=[C:28]([NH:32][C:33]3[CH:38]=[CH:37][CH:36]=[CH:35][C:34]=3[N+:39]([O-])=O)[CH:27]=2)([C:22]([F:25])([F:24])[F:23])[C:18]([F:21])([F:20])[F:19])[CH:14]=[CH:15][CH:16]=1)([O-])=O.[H][H]. Product: [NH2:39][C:34]1[CH:35]=[CH:36][CH:37]=[CH:38][C:33]=1[NH:32][C:28]1[CH:27]=[C:26]([C:17]([C:13]2[CH:14]=[CH:15][CH:16]=[C:11]([NH:10][C:5]3[CH:6]=[CH:7][CH:8]=[CH:9][C:4]=3[NH2:1])[CH:12]=2)([C:22]([F:23])([F:24])[F:25])[C:18]([F:20])([F:21])[F:19])[CH:31]=[CH:30][CH:29]=1. The catalyst class is: 586. (8) Reactant: [ClH:1].[F:2][C:3]1([F:17])[CH2:8][CH2:7][CH:6]([NH:9]C(=O)OC(C)(C)C)[CH2:5][CH2:4]1. The catalyst class is: 12. Product: [ClH:1].[F:2][C:3]1([F:17])[CH2:8][CH2:7][CH:6]([NH2:9])[CH2:5][CH2:4]1.